From a dataset of Forward reaction prediction with 1.9M reactions from USPTO patents (1976-2016). Predict the product of the given reaction. (1) Given the reactants [Cl:1][C:2]1[CH:3]=[CH:4][C:5]([N:10]2[CH2:14][CH2:13][CH2:12][C:11]2=[O:15])=[C:6]([CH:9]=1)[C:7]#[N:8].[BH4-].[Na+].[OH2:18].[CH3:19][OH:20], predict the reaction product. The product is: [Cl:1][C:2]1[CH:3]=[CH:4][C:5]([N:10]2[CH2:14][CH2:13][CH2:12][C:11]2=[O:15])=[C:6]([CH:9]=1)[CH2:7][NH:8][C:19](=[O:20])[O:18][C:6]([CH3:9])([CH3:7])[CH3:5]. (2) Given the reactants Cl[CH2:2][C@@H:3]([OH:18])[CH2:4][N:5]1[CH2:10][CH2:9][N:8]([C:11]([C@H:13]2[CH2:17][CH2:16][CH2:15][O:14]2)=[O:12])[CH2:7][CH2:6]1.O.[OH-].[Na+], predict the reaction product. The product is: [O:14]1[CH2:15][CH2:16][CH2:17][C@@H:13]1[C:11]([N:8]1[CH2:9][CH2:10][N:5]([CH2:4][C@H:3]2[CH2:2][O:18]2)[CH2:6][CH2:7]1)=[O:12]. (3) Given the reactants Br[C:2]1[CH:3]=[C:4]([N+:13]([O-:15])=[O:14])[CH:5]=[C:6]2[C:11]=1[NH:10][C:9](=[O:12])[CH:8]=[CH:7]2.[C:16]1(B(O)O)[C:25]2[C:20](=[CH:21][CH:22]=[CH:23][CH:24]=2)[CH:19]=[CH:18][CH:17]=1.C([O-])([O-])=O.[K+].[K+], predict the reaction product. The product is: [C:24]1([C:2]2[CH:3]=[C:4]([N+:13]([O-:15])=[O:14])[CH:5]=[C:6]3[C:11]=2[NH:10][C:9](=[O:12])[CH:8]=[CH:7]3)[C:25]2[C:20](=[CH:19][CH:18]=[CH:17][CH:16]=2)[CH:21]=[CH:22][CH:23]=1. (4) Given the reactants [CH3:1][N:2]([CH3:10])[C:3]1[CH:8]=[CH:7][C:6]([NH2:9])=[CH:5][CH:4]=1.C1(S([N:20]2[C:24]3=[N:25][CH:26]=[CH:27][CH:28]=[C:23]3[C:22]([C:29]3[CH:34]=[CH:33][N:32]=[C:31](Cl)[N:30]=3)=[CH:21]2)(=O)=O)C=CC=CC=1, predict the reaction product. The product is: [CH3:1][N:2]([CH3:10])[C:3]1[CH:8]=[CH:7][C:6]([NH:9][C:31]2[N:30]=[C:29]([C:22]3[C:23]4[C:24](=[N:25][CH:26]=[CH:27][CH:28]=4)[NH:20][CH:21]=3)[CH:34]=[CH:33][N:32]=2)=[CH:5][CH:4]=1. (5) Given the reactants [CH3:1][O:2][C:3]1[CH:4]=[C:5]([CH:8]=[CH:9][C:10]=1[O:11][CH2:12][CH2:13][N:14]1[CH2:19][CH2:18][O:17][CH2:16][CH2:15]1)[CH:6]=O.[I-].[NH:21]1[C:29]2[C:24](=[CH:25][CH:26]=[CH:27][CH:28]=2)[C:23]([CH2:30][P+](C2C=CC=CC=2)(C2C=CC=CC=2)C2C=CC=CC=2)=[N:22]1.C(=O)([O-])[O-].[K+].[K+].C(OCC)(=O)C.[ClH:62], predict the reaction product. The product is: [ClH:62].[CH3:1][O:2][C:3]1[CH:4]=[C:5](/[CH:6]=[CH:30]/[C:23]2[C:24]3[C:29](=[CH:28][CH:27]=[CH:26][CH:25]=3)[NH:21][N:22]=2)[CH:8]=[CH:9][C:10]=1[O:11][CH2:12][CH2:13][N:14]1[CH2:19][CH2:18][O:17][CH2:16][CH2:15]1.